Dataset: Full USPTO retrosynthesis dataset with 1.9M reactions from patents (1976-2016). Task: Predict the reactants needed to synthesize the given product. The reactants are: O1[C:6]2[CH:7]=[CH:8][CH:9]=[C:10]([N:11]3[CH2:16][CH2:15][N:14]([CH2:17][CH2:18][CH:19]([CH:31]=[O:32])[C:20]4[CH:25]=[CH:24][CH:23]=[CH:22][C:21]=4OC(F)(F)F)[CH2:13][CH2:12]3)[C:5]=2[O:4][CH2:3]C1.C(C(C1C=CC=CC=1)CCN1CCN(C2C=CC([F:50])=CC=2OC)CC1)#N. Given the product [F:50][C:7]1[CH:8]=[CH:9][C:10]([N:11]2[CH2:16][CH2:15][N:14]([CH2:17][CH2:18][CH:19]([CH:31]=[O:32])[C:20]3[CH:21]=[CH:22][CH:23]=[CH:24][CH:25]=3)[CH2:13][CH2:12]2)=[C:5]([O:4][CH3:3])[CH:6]=1, predict the reactants needed to synthesize it.